From a dataset of Forward reaction prediction with 1.9M reactions from USPTO patents (1976-2016). Predict the product of the given reaction. (1) The product is: [Br:1][C:2]1[C:3]([N:21]2[CH2:26][CH2:25][CH2:24][CH:23]([NH:27][C:28](=[O:34])[O:29][C:30]([CH3:32])([CH3:31])[CH3:33])[CH2:22]2)=[C:4]2[C:10]([NH:11][C:12](=[O:19])[C:13]3[CH:18]=[CH:17][CH:16]=[N:15][CH:14]=3)=[CH:9][NH:8][C:5]2=[N:6][CH:7]=1. Given the reactants [Br:1][C:2]1[C:3](F)=[C:4]2[C:10]([NH:11][C:12](=[O:19])[C:13]3[CH:18]=[CH:17][CH:16]=[N:15][CH:14]=3)=[CH:9][NH:8][C:5]2=[N:6][CH:7]=1.[NH:21]1[CH2:26][CH2:25][CH2:24][CH:23]([NH:27][C:28](=[O:34])[O:29][C:30]([CH3:33])([CH3:32])[CH3:31])[CH2:22]1, predict the reaction product. (2) The product is: [OH:4][C:5]1[CH:10]=[CH:9][CH:8]=[CH:7][C:6]=1[C:11]([N:13]1[CH2:14][CH2:15][CH:16]([N:19]2[C:23](=[O:24])[C:22]([CH3:25])([CH3:26])[C:21]([C:27]3[C:32]4[CH2:33][C:34]([CH3:36])([CH3:37])[O:35][C:31]=4[C:30]([O:38][CH3:39])=[CH:29][CH:28]=3)=[N:20]2)[CH2:17][CH2:18]1)=[O:12]. Given the reactants C([O:4][C:5]1[CH:10]=[CH:9][CH:8]=[CH:7][C:6]=1[C:11]([N:13]1[CH2:18][CH2:17][CH:16]([N:19]2[C:23](=[O:24])[C:22]([CH3:26])([CH3:25])[C:21]([C:27]3[C:32]4[CH2:33][C:34]([CH3:37])([CH3:36])[O:35][C:31]=4[C:30]([O:38][CH3:39])=[CH:29][CH:28]=3)=[N:20]2)[CH2:15][CH2:14]1)=[O:12])(=O)C.[OH-].[K+].Cl, predict the reaction product. (3) Given the reactants [CH3:1][CH:2]([C:11]1([CH2:26][C:27]([OH:29])=[O:28])[CH:16]=[CH:15][C:14]([C:17]2[CH:22]=[CH:21][CH:20]=[CH:19][CH:18]=2)=[CH:13][CH:12]1[N+:23]([O-:25])=[O:24])[CH2:3][NH:4][S:5]([CH:8]([CH3:10])[CH3:9])(=[O:7])=[O:6], predict the reaction product. The product is: [CH3:1][CH:2]([C:11]1([CH2:26][C:27]([OH:29])=[O:28])[CH:16]=[CH:15][C:14]([C:17]2[CH:18]=[CH:19][CH:20]=[CH:21][CH:22]=2)=[CH:13][CH:12]1[N+:23]([O-:25])=[O:24])[CH2:3][NH:4][S:5]([CH:8]([CH3:9])[CH3:10])(=[O:7])=[O:6].[CH3:1][CH:2]([C:20]1[CH:19]=[CH:18][C:17]([C:14]2[CH:13]=[C:12]3[C:11]([CH2:26][C:27](=[O:29])[NH:23]3)=[CH:16][CH:15]=2)=[CH:22][CH:21]=1)[CH2:3][NH:4][S:5]([CH:8]([CH3:10])[CH3:9])(=[O:7])=[O:6]. (4) The product is: [Cl:1][C:2]1[CH:7]=[CH:6][CH:5]=[CH:4][C:3]=1[NH:8][C:9](=[O:17])[CH:10]([CH3:16])[C:11]([OH:13])=[O:12]. Given the reactants [Cl:1][C:2]1[CH:7]=[CH:6][CH:5]=[CH:4][C:3]=1[NH:8][C:9](=[O:17])[CH:10]([CH3:16])[C:11]([O:13]CC)=[O:12], predict the reaction product.